This data is from Catalyst prediction with 721,799 reactions and 888 catalyst types from USPTO. The task is: Predict which catalyst facilitates the given reaction. (1) Reactant: Br[CH2:2][C:3]1[CH:10]=[CH:9][C:6]([C:7]#[N:8])=[CH:5][CH:4]=1.[Br:11][C:12]1[CH:13]=[CH:14][C:15]([OH:21])=[C:16]([CH:20]=1)[C:17]([OH:19])=[O:18].C(=O)([O-])[O-].[K+].[K+]. Product: [Br:11][C:12]1[CH:13]=[CH:14][C:15]([O:21][CH2:2][C:3]2[CH:10]=[CH:9][C:6]([C:7]#[N:8])=[CH:5][CH:4]=2)=[C:16]([CH:20]=1)[C:17]([O:19][CH2:2][C:3]1[CH:10]=[CH:9][C:6]([C:7]#[N:8])=[CH:5][CH:4]=1)=[O:18]. The catalyst class is: 21. (2) Reactant: [CH2:1]([NH:8][C@H:9]1[CH2:14][CH2:13][C@H:12]([C:15]([O:24][Si](CC)(CC)CC)([C:20]([F:23])([F:22])[F:21])[C:16]([F:19])([F:18])[F:17])[CH2:11][CH2:10]1)[C:2]1[CH:7]=[CH:6][CH:5]=[CH:4][CH:3]=1.[C:32](OC(=O)C)(=O)[CH3:33].[NH4+].[Cl-].CCOCC. Product: [CH2:1]([N:8]([CH2:32][CH3:33])[C@H:9]1[CH2:10][CH2:11][C@H:12]([C:15]([OH:24])([C:16]([F:18])([F:19])[F:17])[C:20]([F:21])([F:23])[F:22])[CH2:13][CH2:14]1)[C:2]1[CH:7]=[CH:6][CH:5]=[CH:4][CH:3]=1. The catalyst class is: 17.